Dataset: Full USPTO retrosynthesis dataset with 1.9M reactions from patents (1976-2016). Task: Predict the reactants needed to synthesize the given product. (1) Given the product [C:6]1([CH2:5][CH2:4][C:2](=[O:3])[CH3:12])[CH2:11][CH2:10][CH2:9][CH2:8][CH:7]=1, predict the reactants needed to synthesize it. The reactants are: O1[CH:11]2[CH:6]([CH2:7][CH2:8][CH2:9][CH2:10]2)[CH2:5][CH2:4][C:2]1=[O:3].[C:12](O)(=O)C. (2) Given the product [N:16]1[CH:17]=[CH:18][C:13]([O:12][C:11]2[CH:10]=[CH:9][C:8]([O:7][CH2:6][C@H:2]3[CH2:3][CH2:4][CH2:5][N:1]3[CH2:25][CH2:24][C:23]([OH:27])=[O:26])=[CH:20][CH:19]=2)=[CH:14][CH:15]=1, predict the reactants needed to synthesize it. The reactants are: [NH:1]1[CH2:5][CH2:4][CH2:3][C@@H:2]1[CH2:6][O:7][C:8]1[CH:20]=[CH:19][C:11]([O:12][C:13]2[CH:18]=[CH:17][N:16]=[CH:15][CH:14]=2)=[CH:10][CH:9]=1.[OH-].[Na+].[C:23]([O:27]C)(=[O:26])[CH:24]=[CH2:25].Cl. (3) Given the product [C:1]([C:3]1[CH:8]=[CH:7][C:6]([C:9]2[CH:10]=[N:11][N:12]([C:15]3[CH:23]=[CH:22][C:18]([C:19]([N:31]([CH2:30][CH2:29][CH2:28][O:27][CH3:26])[CH3:32])=[O:20])=[CH:17][N:16]=3)[C:13]=2[OH:14])=[C:5]([O:24][CH3:25])[CH:4]=1)#[N:2], predict the reactants needed to synthesize it. The reactants are: [C:1]([C:3]1[CH:8]=[CH:7][C:6]([C:9]2[CH:10]=[N:11][N:12]([C:15]3[CH:23]=[CH:22][C:18]([C:19](O)=[O:20])=[CH:17][N:16]=3)[C:13]=2[OH:14])=[C:5]([O:24][CH3:25])[CH:4]=1)#[N:2].[CH3:26][O:27][CH2:28][CH2:29][CH2:30][NH:31][CH3:32]. (4) Given the product [Br:1][C:2]1[CH:7]=[CH:6][C:5]([O:8][CH:13]2[CH2:14][CH2:15][O:10][CH2:11][CH2:12]2)=[C:4]([F:9])[CH:3]=1, predict the reactants needed to synthesize it. The reactants are: [Br:1][C:2]1[CH:7]=[CH:6][C:5]([OH:8])=[C:4]([F:9])[CH:3]=1.[O:10]1[CH2:15][CH2:14][CH:13](O)[CH2:12][CH2:11]1. (5) Given the product [Br:1][C:2]1[CH:3]=[C:4]2[C:8](=[C:9]([C:11]#[N:18])[CH:10]=1)[N:7]([CH3:13])[CH:6]([CH3:14])[CH2:5]2, predict the reactants needed to synthesize it. The reactants are: [Br:1][C:2]1[CH:3]=[C:4]2[C:8](=[C:9]([CH:11]=O)[CH:10]=1)[N:7]([CH3:13])[CH:6]([CH3:14])[CH2:5]2.Cl.NO.[N:18]1C=CC=CC=1.C(OC(=O)C)(=O)C.